Dataset: Full USPTO retrosynthesis dataset with 1.9M reactions from patents (1976-2016). Task: Predict the reactants needed to synthesize the given product. (1) The reactants are: [CH3:1][C:2]1([CH3:11])[CH:7]2[CH2:8][CH:3]1[CH2:4][CH2:5][CH:6]2[CH:9]=[O:10]. Given the product [CH3:1][C:2]1([CH3:11])[CH:7]2[CH2:8][CH:3]1[CH2:4][CH2:5][C:6]12[O:10][CH2:9]1, predict the reactants needed to synthesize it. (2) The reactants are: [CH2:1]([NH:8][C:9]1[N:14]2[N:15]=[CH:16][C:17]([C:18](O)=[O:19])=[C:13]2[N:12]=[CH:11][C:10]=1[C:21]([N:23]1[CH2:28][CH2:27][CH:26]([C:29]2[CH:34]=[CH:33][CH:32]=[CH:31][CH:30]=2)[CH2:25][CH2:24]1)=[O:22])[C:2]1[CH:7]=[CH:6][CH:5]=[CH:4][CH:3]=1.C(N1C=CN=C1)(N1C=CN=C1)=O.[CH3:47][S:48]([NH2:51])(=[O:50])=[O:49].C1CCN2C(=NCCC2)CC1.C(O)(=O)CC(CC(O)=O)(C(O)=O)O. Given the product [CH2:1]([NH:8][C:9]1[N:14]2[N:15]=[CH:16][C:17]([C:18]([NH:51][S:48]([CH3:47])(=[O:50])=[O:49])=[O:19])=[C:13]2[N:12]=[CH:11][C:10]=1[C:21]([N:23]1[CH2:24][CH2:25][CH:26]([C:29]2[CH:34]=[CH:33][CH:32]=[CH:31][CH:30]=2)[CH2:27][CH2:28]1)=[O:22])[C:2]1[CH:3]=[CH:4][CH:5]=[CH:6][CH:7]=1, predict the reactants needed to synthesize it. (3) Given the product [Cl:8][C:6]1[CH:5]=[C:4]([O:13][CH:12]([C:14]2[CH:19]=[CH:18][CH:17]=[CH:16][C:15]=2[N:20]2[CH:24]=[CH:23][C:22]([C:25]3[CH:30]=[CH:29][CH:28]=[CH:27][CH:26]=3)=[N:21]2)[C:11]([F:10])([F:32])[F:31])[N:3]=[C:2]([NH2:1])[N:7]=1, predict the reactants needed to synthesize it. The reactants are: [NH2:1][C:2]1[N:7]=[C:6]([Cl:8])[CH:5]=[C:4](Cl)[N:3]=1.[F:10][C:11]([F:32])([F:31])[CH:12]([C:14]1[CH:19]=[CH:18][CH:17]=[CH:16][C:15]=1[N:20]1[CH:24]=[CH:23][C:22]([C:25]2[CH:30]=[CH:29][CH:28]=[CH:27][CH:26]=2)=[N:21]1)[OH:13].[H-].[Na+]. (4) The reactants are: [F:1][C:2]([F:26])([F:25])[C:3]1[CH:24]=[CH:23][CH:22]=[CH:21][C:4]=1[O:5][CH:6]1[CH2:11][CH2:10][N:9]([C:12]2[N:17]=[N:16][C:15](C(O)=O)=[CH:14][CH:13]=2)[CH2:8][CH2:7]1.C1C=CC(P(N=[N+]=[N-])(C2C=CC=CC=2)=O)=CC=1.CCN(CC)CC.[CH3:51][OH:52].C[N:54]([CH:56]=[O:57])C. Given the product [F:1][C:2]([F:26])([F:25])[C:3]1[CH:24]=[CH:23][CH:22]=[CH:21][C:4]=1[O:5][CH:6]1[CH2:7][CH2:8][N:9]([C:12]2[N:17]=[N:16][C:15]([NH:54][C:56](=[O:57])[O:52][CH3:51])=[CH:14][CH:13]=2)[CH2:10][CH2:11]1, predict the reactants needed to synthesize it. (5) The reactants are: Br[C:2]1[C:3]([NH:18][C:19]2[NH:20][N:21]=[C:22]([O:24][CH:25]([CH3:27])[CH3:26])[CH:23]=2)=[N:4][C:5]([NH:8][CH2:9][C:10]2[O:14][N:13]=[C:12]([C:15]([NH2:17])=[O:16])[CH:11]=2)=[N:6][CH:7]=1.[H][H]. Given the product [CH3:27][CH:25]([O:24][C:22]1[CH:23]=[C:19]([NH:18][C:3]2[CH:2]=[CH:7][N:6]=[C:5]([NH:8][CH2:9][C:10]3[O:14][N:13]=[C:12]([C:15]([NH2:17])=[O:16])[CH:11]=3)[N:4]=2)[NH:20][N:21]=1)[CH3:26], predict the reactants needed to synthesize it. (6) Given the product [ClH:33].[F:31][C:16]1[CH:15]=[C:14]([CH2:13][NH:7][CH2:8][CH2:9][CH:10]([CH3:12])[CH3:11])[CH:19]=[CH:18][C:17]=1[O:20][C:21]1[CH:26]=[CH:25][C:24]([C:27]([NH2:28])=[O:29])=[C:23]([OH:30])[CH:22]=1, predict the reactants needed to synthesize it. The reactants are: C(OC(=O)[N:7]([CH2:13][C:14]1[CH:19]=[CH:18][C:17]([O:20][C:21]2[CH:26]=[CH:25][C:24]([C:27](=[O:29])[NH2:28])=[C:23]([OH:30])[CH:22]=2)=[C:16]([F:31])[CH:15]=1)[CH2:8][CH2:9][CH:10]([CH3:12])[CH3:11])(C)(C)C.[ClH:33]. (7) Given the product [CH2:64]([N:71]1[CH2:77][CH2:76][CH2:75][N:74]([CH:78]2[CH2:83][CH2:82][CH:81]([NH:84][C:26](=[O:27])[C:25]3[CH:29]=[CH:30][C:22]([NH:21][C:19]4[N:18]=[CH:17][C:8]5[N:9]([CH3:16])[C:10](=[O:15])[C:11]6([CH2:13][CH2:14]6)[CH2:12][N:6]([CH:1]6[CH2:2][CH2:3][CH2:4][CH2:5]6)[C:7]=5[N:20]=4)=[C:23]([O:31][CH3:32])[CH:24]=3)[CH2:80][CH2:79]2)[CH2:73][CH2:72]1)[C:65]1[CH:66]=[CH:67][CH:68]=[CH:69][CH:70]=1, predict the reactants needed to synthesize it. The reactants are: [CH:1]1([N:6]2[CH2:12][C:11]3([CH2:14][CH2:13]3)[C:10](=[O:15])[N:9]([CH3:16])[C:8]3[CH:17]=[N:18][C:19]([NH:21][C:22]4[CH:30]=[CH:29][C:25]([C:26](O)=[O:27])=[CH:24][C:23]=4[O:31][CH3:32])=[N:20][C:7]2=3)[CH2:5][CH2:4][CH2:3][CH2:2]1.CCN(C(C)C)C(C)C.CN(C(ON1N=NC2C=CC=CC1=2)=[N+](C)C)C.[B-](F)(F)(F)F.[CH2:64]([N:71]1[CH2:77][CH2:76][CH2:75][N:74]([CH:78]2[CH2:83][CH2:82][CH:81]([NH2:84])[CH2:80][CH2:79]2)[CH2:73][CH2:72]1)[C:65]1[CH:70]=[CH:69][CH:68]=[CH:67][CH:66]=1.